This data is from Peptide-MHC class II binding affinity with 134,281 pairs from IEDB. The task is: Regression. Given a peptide amino acid sequence and an MHC pseudo amino acid sequence, predict their binding affinity value. This is MHC class II binding data. (1) The peptide sequence is TASWFTALTQHGKEE. The MHC is DRB5_0101 with pseudo-sequence DRB5_0101. The binding affinity (normalized) is 0.672. (2) The peptide sequence is GELFIVDKIDAAFKI. The MHC is DRB1_1501 with pseudo-sequence DRB1_1501. The binding affinity (normalized) is 0.650.